Dataset: Forward reaction prediction with 1.9M reactions from USPTO patents (1976-2016). Task: Predict the product of the given reaction. The product is: [CH3:1][C:2]1[CH:7]=[CH:6][C:5]([NH:8][C:9]2[N:10]=[CH:11][CH:12]=[CH:13][N:14]=2)=[CH:4][C:3]=1[O:15][CH2:23][CH:24]=[C:25]([CH3:27])[CH3:26]. Given the reactants [CH3:1][C:2]1[CH:7]=[CH:6][C:5]([NH:8][C:9]2[N:14]=[CH:13][CH:12]=[CH:11][N:10]=2)=[CH:4][C:3]=1[OH:15].C([O-])([O-])=O.[Cs+].[Cs+].Br[CH2:23][CH:24]=[C:25]([CH3:27])[CH3:26], predict the reaction product.